From a dataset of NCI-60 drug combinations with 297,098 pairs across 59 cell lines. Regression. Given two drug SMILES strings and cell line genomic features, predict the synergy score measuring deviation from expected non-interaction effect. Synergy scores: CSS=22.5, Synergy_ZIP=-0.510, Synergy_Bliss=0.584, Synergy_Loewe=-53.0, Synergy_HSA=1.89. Cell line: RXF 393. Drug 1: CC1=C(C(=CC=C1)Cl)NC(=O)C2=CN=C(S2)NC3=CC(=NC(=N3)C)N4CCN(CC4)CCO. Drug 2: C(CC(=O)O)C(=O)CN.Cl.